Dataset: Reaction yield outcomes from USPTO patents with 853,638 reactions. Task: Predict the reaction yield, written as a fraction of the theoretical maximum amount of product (1.0 means a 100% yield; for example, 0.34 means a 34% yield). (1) The reactants are [H-].[Al+3].[Li+].[H-].[H-].[H-].[CH3:7][N:8]1[CH2:12][CH2:11][CH2:10][CH:9]1[CH2:13][CH2:14][N:15]1[C:23]2[C:18](=[CH:19][C:20]([C:24]#[N:25])=[CH:21][CH:22]=2)[CH:17]=[CH:16]1. The catalyst is C(OCC)C. The product is [CH3:7][N:8]1[CH2:12][CH2:11][CH2:10][CH:9]1[CH2:13][CH2:14][N:15]1[C:23]2[C:18](=[CH:19][C:20]([CH2:24][NH2:25])=[CH:21][CH:22]=2)[CH:17]=[CH:16]1. The yield is 0.407. (2) The reactants are [C:1]([O:5][C:6]1[CH:11]=[CH:10][C:9]([CH2:12][CH:13]([NH:17][C:18]([O:20][CH2:21][CH:22]2[C:34]3[CH:33]=[CH:32][CH:31]=[CH:30][C:29]=3[C:28]3[C:23]2=[CH:24][CH:25]=[CH:26][CH:27]=3)=[O:19])[C:14](O)=[O:15])=[CH:8][CH:7]=1)([CH3:4])([CH3:3])[CH3:2].CN1CCOCC1.ClC(OCC(C)C)=O.[C:50]1([C:56]2[N:57]=[C:58]([CH:61]3[CH2:70][C:69]4[C:64](=[CH:65][CH:66]=[CH:67][CH:68]=4)[CH2:63][NH:62]3)[NH:59][CH:60]=2)[CH:55]=[CH:54][CH:53]=[CH:52][CH:51]=1. The catalyst is ClCCl. The product is [CH:24]1[C:23]2[CH:22]([CH2:21][O:20][C:18](=[O:19])[NH:17][CH:13]([CH2:12][C:9]3[CH:8]=[CH:7][C:6]([O:5][C:1]([CH3:3])([CH3:2])[CH3:4])=[CH:11][CH:10]=3)[C:14](=[O:15])[N:62]3[CH:61]([C:58]4[NH:59][CH:60]=[C:56]([C:50]5[CH:51]=[CH:52][CH:53]=[CH:54][CH:55]=5)[N:57]=4)[CH2:70][C:69]4[C:64](=[CH:65][CH:66]=[CH:67][CH:68]=4)[CH2:63]3)[C:34]3[C:29](=[CH:30][CH:31]=[CH:32][CH:33]=3)[C:28]=2[CH:27]=[CH:26][CH:25]=1. The yield is 0.880. (3) The reactants are [C:1]([O:5][C:6]([N:8]1[CH2:13][CH2:12][N:11]([C:14]2[CH:19]=[CH:18][C:17]([NH:20][C:21]([NH:23][C:24]3[CH:29]=[C:28]([Cl:30])[CH:27]=[CH:26][C:25]=3[N+:31]([O-])=O)=[O:22])=[CH:16][CH:15]=2)[CH2:10][CH2:9]1)=[O:7])([CH3:4])([CH3:3])[CH3:2].[BH4-].[Na+]. The catalyst is O1CCCC1.O.O.O.O.O.O.[Ni](Cl)Cl. The product is [C:1]([O:5][C:6]([N:8]1[CH2:13][CH2:12][N:11]([C:14]2[CH:15]=[CH:16][C:17]([NH:20][C:21]([NH:23][C:24]3[CH:29]=[C:28]([Cl:30])[CH:27]=[CH:26][C:25]=3[NH2:31])=[O:22])=[CH:18][CH:19]=2)[CH2:10][CH2:9]1)=[O:7])([CH3:4])([CH3:2])[CH3:3]. The yield is 0.430. (4) The reactants are [NH2:1][C:2]1[CH:47]=[C:46]([N:48]2[CH2:53][CH2:52][N:51]([CH3:54])[CH2:50][CH2:49]2)[CH:45]=[CH:44][C:3]=1[C:4]([NH:6][C:7]1[C:15]2[C:10](=[CH:11][CH:12]=[C:13]([CH2:16][C:17]3[CH:22]=[C:21]([F:23])[CH:20]=[C:19]([F:24])[CH:18]=3)[CH:14]=2)[N:9](C(C2C=CC=CC=2)(C2C=CC=CC=2)C2C=CC=CC=2)[N:8]=1)=[O:5].[CH3:55][S:56]([Cl:59])(=[O:58])=[O:57].Cl. The catalyst is ClCCl.N1C=CC=CC=1.O1CCOCC1. The product is [ClH:59].[F:23][C:21]1[CH:22]=[C:17]([CH:18]=[C:19]([F:24])[CH:20]=1)[CH2:16][C:13]1[CH:14]=[C:15]2[C:10](=[CH:11][CH:12]=1)[NH:9][N:8]=[C:7]2[NH:6][C:4](=[O:5])[C:3]1[CH:44]=[CH:45][C:46]([N:48]2[CH2:53][CH2:52][N:51]([CH3:54])[CH2:50][CH2:49]2)=[CH:47][C:2]=1[NH:1][S:56]([CH3:55])(=[O:58])=[O:57]. The yield is 0.630. (5) The reactants are [CH:1]1([Mg]Cl)[CH2:6][CH2:5][CH2:4][CH2:3][CH2:2]1.[C:9]([C:13]1[CH:14]=[C:15]([CH:20]=[C:21]([C:23]([CH3:26])([CH3:25])[CH3:24])[CH:22]=1)[CH2:16][CH:17]1[CH2:19][O:18]1)([CH3:12])([CH3:11])[CH3:10]. The catalyst is C1COCC1. The product is [CH:1]1([CH2:19][CH:17]([OH:18])[CH2:16][C:15]2[CH:20]=[C:21]([C:23]([CH3:25])([CH3:24])[CH3:26])[CH:22]=[C:13]([C:9]([CH3:12])([CH3:11])[CH3:10])[CH:14]=2)[CH2:6][CH2:5][CH2:4][CH2:3][CH2:2]1. The yield is 0.820. (6) The reactants are [CH3:1][O:2][C:3]([N:5]1[CH2:10][CH2:9][CH:8](C(O)=O)[CH2:7][CH:6]1[C:14]1[CH:19]=[CH:18][C:17]([C:20]([F:23])([F:22])[F:21])=[CH:16][CH:15]=1)=[O:4].N1(C(N2C=CN=C2)=O)C=CN=C1.[CH2:36]([O:38][C:39](=[O:44])[CH2:40][C:41]([O-:43])=[O:42])[CH3:37].[K+].[Cl-].[Mg+2].[Cl-].Cl. The catalyst is CN1C2C(N=C(N)NC=2NCC1CNC1C=CC(C(NC(C(O)=O)CCC(O)=O)=O)=CC=1)=O.O.CC(OC)(C)C. The product is [CH2:36]([O:38][C:39](=[O:44])[CH2:40][C:41]([C@@H:8]1[CH2:9][CH2:10][N:5]([C:3]([O:2][CH3:1])=[O:4])[C@@H:6]([C:14]2[CH:19]=[CH:18][C:17]([C:20]([F:23])([F:22])[F:21])=[CH:16][CH:15]=2)[CH2:7]1)=[O:42])[CH3:37].[CH2:36]([O:38][C:39](=[O:44])[CH2:40][C:41]([C@H:8]1[CH2:9][CH2:10][N:5]([C:3]([O:2][CH3:1])=[O:4])[C@@H:6]([C:14]2[CH:15]=[CH:16][C:17]([C:20]([F:23])([F:22])[F:21])=[CH:18][CH:19]=2)[CH2:7]1)=[O:43])[CH3:37]. The yield is 0.0700.